Dataset: Catalyst prediction with 721,799 reactions and 888 catalyst types from USPTO. Task: Predict which catalyst facilitates the given reaction. (1) Reactant: [NH:1]1[CH2:6][CH:5]=[C:4]([C:7]2[N:8]=[C:9]([C:14]3[N:22]=[C:17]4[CH:18]=[CH:19][CH:20]=[CH:21][N:16]4[N:15]=3)[C:10]([NH2:13])=[N:11][CH:12]=2)[CH2:3][CH2:2]1.C(N(CC)CC)C.[CH2:30]([S:32](Cl)(=[O:34])=[O:33])[CH3:31]. Product: [N:22]1[C:14]([C:9]2[C:10]([NH2:13])=[N:11][CH:12]=[C:7]([C:4]3[CH2:3][CH2:2][N:1]([S:32]([CH2:30][CH3:31])(=[O:34])=[O:33])[CH2:6][CH:5]=3)[N:8]=2)=[N:15][N:16]2[CH:21]=[CH:20][CH:19]=[CH:18][C:17]=12. The catalyst class is: 2. (2) Reactant: O=[C:2]([CH2:8][CH3:9])[CH2:3][CH2:4][C:5]([OH:7])=O.C(Cl)(=[O:15])C(C)(C)C.[NH2:17][CH:18]([P:22]([O:51][CH2:52][C:53]1[CH:58]=[CH:57][CH:56]=[CH:55][CH:54]=1)([O:24][C@@H:25]([CH2:36][CH2:37][CH2:38][CH2:39][NH:40][C:41]([O:43][CH2:44][C:45]1[CH:50]=[CH:49][CH:48]=[CH:47][CH:46]=1)=[O:42])[C:26]([O:28][CH2:29][C:30]1[CH:35]=[CH:34][CH:33]=[CH:32][CH:31]=1)=[O:27])=[O:23])[CH:19]([CH3:21])[CH3:20].[Cl-].[NH4+]. Product: [CH2:44]([O:43][C:41]([NH:40][CH2:39][CH2:38][CH2:37][CH2:36][C@H:25]([O:24][P:22]([CH:18]([NH:17][C:5](=[O:7])[CH2:4][CH2:3][CH2:2][C:8](=[O:15])[CH3:9])[CH:19]([CH3:21])[CH3:20])([O:51][CH2:52][C:53]1[CH:54]=[CH:55][CH:56]=[CH:57][CH:58]=1)=[O:23])[C:26]([O:28][CH2:29][C:30]1[CH:35]=[CH:34][CH:33]=[CH:32][CH:31]=1)=[O:27])=[O:42])[C:45]1[CH:50]=[CH:49][CH:48]=[CH:47][CH:46]=1. The catalyst class is: 347. (3) Reactant: [Br:1][C:2]1[CH:3]=[CH:4][C:5](F)=[C:6]([CH:9]=1)[CH:7]=[O:8].[C:11]([C:13]1[CH:14]=[C:15]([OH:19])[CH:16]=[CH:17][CH:18]=1)#[N:12].C([O-])([O-])=O.[K+].[K+]. Product: [Br:1][C:2]1[CH:3]=[CH:4][C:5]([O:19][C:15]2[CH:14]=[C:13]([CH:18]=[CH:17][CH:16]=2)[C:11]#[N:12])=[C:6]([CH:7]=[O:8])[CH:9]=1. The catalyst class is: 80.